Dataset: Full USPTO retrosynthesis dataset with 1.9M reactions from patents (1976-2016). Task: Predict the reactants needed to synthesize the given product. (1) Given the product [CH3:7][Si:8]([C:11]#[N:12])([CH3:10])[CH3:9].[CH3:7][Si:8]([CH3:11])([CH3:9])[F:3], predict the reactants needed to synthesize it. The reactants are: C[B-](F)(F)[F:3].[K+].[CH3:7][Si:8]([C:11]#[N:12])([CH3:10])[CH3:9]. (2) Given the product [Br:22][C:23]1[CH:30]=[CH:29][C:26]([CH2:27][C:17]2[CH:16]=[CH:15][C:12]3[CH2:13][CH2:14][N:8]([C:6]([O:5][C:2]([CH3:4])([CH3:3])[CH3:1])=[O:7])[CH2:9][CH2:10][C:11]=3[CH:18]=2)=[CH:25][CH:24]=1, predict the reactants needed to synthesize it. The reactants are: [CH3:1][C:2]([O:5][C:6]([N:8]1[CH2:14][CH2:13][C:12]2[CH:15]=[CH:16][C:17](B(O)O)=[CH:18][C:11]=2[CH2:10][CH2:9]1)=[O:7])([CH3:4])[CH3:3].[Br:22][C:23]1[CH:30]=[CH:29][C:26]([CH2:27]Br)=[CH:25][CH:24]=1.C(=O)([O-])[O-].[Na+].[Na+]. (3) Given the product [CH3:26][N:2]1[CH2:3][CH2:4][CH2:5][C:6]2[CH:11]=[CH:10][C:9]([NH:12][C:13](=[O:22])[O:14][CH2:15][C:16]3[CH:17]=[CH:18][CH:19]=[CH:20][CH:21]=3)=[CH:8][C:7]=2[CH2:1]1, predict the reactants needed to synthesize it. The reactants are: [CH2:1]1[C:7]2[CH:8]=[C:9]([NH:12][C:13](=[O:22])[O:14][CH2:15][C:16]3[CH:21]=[CH:20][CH:19]=[CH:18][CH:17]=3)[CH:10]=[CH:11][C:6]=2[CH2:5][CH2:4][CH2:3][NH:2]1.C=O.[BH3-][C:26]#N.[Na+]. (4) Given the product [CH3:33][O:32][C:30](=[O:31])[CH2:29][C:23]1([NH:22][C:12]([C:10]2[CH:9]=[CH:8][C:7]([N:15]3[CH2:18][C:17]([F:20])([F:19])[CH2:16]3)=[C:6]([O:5][CH2:4][CH:1]3[CH2:2][CH2:3]3)[N:11]=2)=[O:14])[CH2:24][CH2:25][O:26][CH2:27][CH2:28]1, predict the reactants needed to synthesize it. The reactants are: [CH:1]1([CH2:4][O:5][C:6]2[N:11]=[C:10]([C:12]([OH:14])=O)[CH:9]=[CH:8][C:7]=2[N:15]2[CH2:18][C:17]([F:20])([F:19])[CH2:16]2)[CH2:3][CH2:2]1.Cl.[NH2:22][C:23]1([CH2:29][C:30]([O:32][CH3:33])=[O:31])[CH2:28][CH2:27][O:26][CH2:25][CH2:24]1.CN(C(ON1N=NC2C=CC=CC1=2)=[N+](C)C)C.[B-](F)(F)(F)F.CCN(C(C)C)C(C)C. (5) Given the product [Cl:1][C:2]1[CH:3]=[C:4]([N:8]2[C:13](=[O:14])[C:12]([CH3:15])=[C:11]([C:22]3[CH:27]=[CH:26][C:25]([S:28][CH3:29])=[C:24]([CH3:30])[CH:23]=3)[CH:10]=[N:9]2)[CH:5]=[CH:6][CH:7]=1, predict the reactants needed to synthesize it. The reactants are: [Cl:1][C:2]1[CH:3]=[C:4]([N:8]2[C:13](=[O:14])[C:12]([C:15]3C=CC(F)=CC=3)=[C:11]([C:22]3[CH:27]=[CH:26][C:25]([S:28][CH3:29])=[C:24]([CH3:30])[CH:23]=3)[CH:10]=[N:9]2)[CH:5]=[CH:6][CH:7]=1.ClC1C=C(N2C(=O)C(OC)=C(C3C=CC(SC)=C(C)C=3)C=N2)C=CC=1.FC1C=CC([Mg]Br)=CC=1.